From a dataset of NCI-60 drug combinations with 297,098 pairs across 59 cell lines. Regression. Given two drug SMILES strings and cell line genomic features, predict the synergy score measuring deviation from expected non-interaction effect. (1) Drug 1: C1=C(C(=O)NC(=O)N1)N(CCCl)CCCl. Drug 2: CCC1=C2CN3C(=CC4=C(C3=O)COC(=O)C4(CC)O)C2=NC5=C1C=C(C=C5)O. Cell line: BT-549. Synergy scores: CSS=32.3, Synergy_ZIP=-12.0, Synergy_Bliss=-2.97, Synergy_Loewe=-7.67, Synergy_HSA=0.197. (2) Drug 1: C1CC(=O)NC(=O)C1N2CC3=C(C2=O)C=CC=C3N. Drug 2: CN(C)C1=NC(=NC(=N1)N(C)C)N(C)C. Cell line: ACHN. Synergy scores: CSS=5.43, Synergy_ZIP=2.81, Synergy_Bliss=8.49, Synergy_Loewe=-19.3, Synergy_HSA=4.50. (3) Drug 1: CC1CCC2CC(C(=CC=CC=CC(CC(C(=O)C(C(C(=CC(C(=O)CC(OC(=O)C3CCCCN3C(=O)C(=O)C1(O2)O)C(C)CC4CCC(C(C4)OC)O)C)C)O)OC)C)C)C)OC. Drug 2: CCCCC(=O)OCC(=O)C1(CC(C2=C(C1)C(=C3C(=C2O)C(=O)C4=C(C3=O)C=CC=C4OC)O)OC5CC(C(C(O5)C)O)NC(=O)C(F)(F)F)O. Cell line: NCIH23. Synergy scores: CSS=27.5, Synergy_ZIP=0.780, Synergy_Bliss=1.97, Synergy_Loewe=-4.24, Synergy_HSA=-1.74.